Dataset: Forward reaction prediction with 1.9M reactions from USPTO patents (1976-2016). Task: Predict the product of the given reaction. Given the reactants [Br:1][C:2]1[CH:6]=[N:5][N:4]([CH3:7])[C:3]=1[C:8]1[CH:9]=[C:10]([NH2:17])[CH:11]=[CH:12][C:13]=1[O:14][CH2:15][CH3:16].[Cl:18][C:19]1[CH:24]=[CH:23][C:22]([N:25]=[C:26]=[O:27])=[CH:21][CH:20]=1, predict the reaction product. The product is: [Br:1][C:2]1[CH:6]=[N:5][N:4]([CH3:7])[C:3]=1[C:8]1[CH:9]=[C:10]([NH:17][C:26]([NH:25][C:22]2[CH:23]=[CH:24][C:19]([Cl:18])=[CH:20][CH:21]=2)=[O:27])[CH:11]=[CH:12][C:13]=1[O:14][CH2:15][CH3:16].